Dataset: Full USPTO retrosynthesis dataset with 1.9M reactions from patents (1976-2016). Task: Predict the reactants needed to synthesize the given product. (1) Given the product [ClH:16].[CH2:1]([O:3][CH2:4][CH2:5][NH:6][CH2:14][CH3:15])[CH3:2], predict the reactants needed to synthesize it. The reactants are: [CH2:1]([O:3][CH2:4][CH2:5][N:6]([CH2:14][CH3:15])C(=O)OC(C)(C)C)[CH3:2].[ClH:16]. (2) Given the product [Cl:1][C:2]1[CH:7]=[C:6]([Cl:8])[CH:5]=[CH:4][C:3]=1[CH:9]1[C:15]2=[N:16][C:17]3[CH:22]=[CH:21][CH:20]=[C:19]([N:23]([CH2:26][CH3:27])[CH2:24][CH3:25])[C:18]=3[N:14]2[CH2:13][CH2:12][C:11](=[O:28])[N:10]1[CH3:31], predict the reactants needed to synthesize it. The reactants are: [Cl:1][C:2]1[CH:7]=[C:6]([Cl:8])[CH:5]=[CH:4][C:3]=1[CH:9]1[C:15]2=[N:16][C:17]3[CH:22]=[CH:21][CH:20]=[C:19]([N:23]([CH2:26][CH3:27])[CH2:24][CH3:25])[C:18]=3[N:14]2[CH2:13][CH2:12][C:11](=[O:28])[NH:10]1.[H-].[Na+].[CH3:31]I. (3) Given the product [CH3:1][O:2][C:3]1[CH:4]=[C:5]2[C:9](=[CH:10][CH:11]=1)[NH:8][CH:7]=[C:6]2[C:25]([C:15]1[C:24]2[C:19](=[CH:20][CH:21]=[CH:22][CH:23]=2)[CH:18]=[CH:17][CH:16]=1)=[O:26], predict the reactants needed to synthesize it. The reactants are: [CH3:1][O:2][C:3]1[CH:4]=[C:5]2[C:9](=[CH:10][CH:11]=1)[NH:8][CH:7]=[CH:6]2.C[Mg]Br.[C:15]1([C:25](Cl)=[O:26])[C:24]2[C:19](=[CH:20][CH:21]=[CH:22][CH:23]=2)[CH:18]=[CH:17][CH:16]=1.[Cl-].[NH4+]. (4) The reactants are: [CH3:1][C:2]1[CH:3]=[C:4]([C:12]2[CH:17]=[C:16]([C:18]([F:21])([F:20])[F:19])[N:15]=[C:14]([N:22]3[CH:26]=[C:25]([Sn](CCCC)(CCCC)CCCC)[N:24]=[CH:23]3)[N:13]=2)[CH:5]=[CH:6][C:7]=1[C:8]([F:11])([F:10])[F:9].[CH3:40][C:41]([NH:44][S:45]([C:48]1[S:52][C:51](Br)=[CH:50][CH:49]=1)(=[O:47])=[O:46])([CH3:43])[CH3:42].CCCCCCC. Given the product [C:41]([NH:44][S:45]([C:48]1[S:52][C:51]([C:25]2[N:24]=[CH:23][N:22]([C:14]3[N:13]=[C:12]([C:4]4[CH:5]=[CH:6][C:7]([C:8]([F:11])([F:9])[F:10])=[C:2]([CH3:1])[CH:3]=4)[CH:17]=[C:16]([C:18]([F:21])([F:20])[F:19])[N:15]=3)[CH:26]=2)=[CH:50][CH:49]=1)(=[O:46])=[O:47])([CH3:43])([CH3:40])[CH3:42], predict the reactants needed to synthesize it. (5) The reactants are: CC1NC(C)=CC=1C1C=[CH:11][CH:10]=[C:9]([C:13]2[CH:18]=[CH:17][C:16]([C:19]3[CH2:20][N:21]([CH2:25][C:26]4[CH:31]=[CH:30][CH:29]=[CH:28][CH:27]=4)[CH2:22][CH2:23][CH:24]=3)=[CH:15][CH:14]=2)[N:8]=1.Cl.[NH2:34]O.[CH2:36](O)[CH3:37]. Given the product [CH2:25]([N:21]1[CH2:22][CH2:23][CH:24]=[C:19]([C:16]2[CH:15]=[CH:14][C:13]([C:9]3[N:8]=[C:37]([NH2:34])[CH:36]=[CH:11][CH:10]=3)=[CH:18][CH:17]=2)[CH2:20]1)[C:26]1[CH:27]=[CH:28][CH:29]=[CH:30][CH:31]=1, predict the reactants needed to synthesize it. (6) Given the product [C:38]([O:37][C:4]1[CH:3]=[C:2]([Br:1])[CH:7]=[CH:6][C:5]=1[C@@H:8]1[C@@H:9]([CH2:19][CH2:20][C@H:21]([O:29][Si:30]([C:33]([CH3:34])([CH3:36])[CH3:35])([CH3:32])[CH3:31])[C:22]2[CH:23]=[CH:24][C:25]([F:28])=[CH:26][CH:27]=2)[C:10](=[O:18])[N:11]1[C:12]1[CH:13]=[CH:14][CH:15]=[CH:16][CH:17]=1)(=[O:40])[CH3:39], predict the reactants needed to synthesize it. The reactants are: [Br:1][C:2]1[CH:7]=[CH:6][C:5]([C@H:8]2[N:11]([C:12]3[CH:17]=[CH:16][CH:15]=[CH:14][CH:13]=3)[C:10](=[O:18])[C@@H:9]2[CH2:19][CH2:20][C@H:21]([O:29][Si:30]([C:33]([CH3:36])([CH3:35])[CH3:34])([CH3:32])[CH3:31])[C:22]2[CH:27]=[CH:26][C:25]([F:28])=[CH:24][CH:23]=2)=[C:4]([OH:37])[CH:3]=1.[C:38](OC(=O)C)(=[O:40])[CH3:39]. (7) Given the product [C:1]([O:5][C:6]([NH:8][C@H:9]([CH:13]([CH3:15])[CH3:14])[C:10]([O:12][C@@H:76]1[C@@H:75]([NH:78][C:79]([O:80][CH3:81])=[O:82])[CH2:74][CH2:73][N:72]([C:40]2[CH:41]=[C:42]([C:70]#[N:71])[CH:43]=[C:44]([NH:45][C:46]3[N:51]=[C:50]([N:52]([CH:62]4[CH2:64][CH2:63]4)[CH2:53][C:54]4[CH:55]=[CH:56][C:57]([O:60][CH3:61])=[CH:58][CH:59]=4)[C:49]4=[N:65][CH:66]=[C:67]([C:68]#[N:69])[N:48]4[N:47]=3)[C:39]=2[Cl:38])[CH2:77]1)=[O:11])=[O:7])([CH3:4])([CH3:3])[CH3:2], predict the reactants needed to synthesize it. The reactants are: [C:1]([O:5][C:6]([NH:8][C@@H:9]([CH:13]([CH3:15])[CH3:14])[C:10]([OH:12])=[O:11])=[O:7])([CH3:4])([CH3:3])[CH3:2].F[P-](F)(F)(F)(F)F.CN(C)C(F)=[N+](C)C.C(N(CC)CC)C.[Cl:38][C:39]1[C:44]([NH:45][C:46]2[N:51]=[C:50]([N:52]([CH:62]3[CH2:64][CH2:63]3)[CH2:53][C:54]3[CH:59]=[CH:58][C:57]([O:60][CH3:61])=[CH:56][CH:55]=3)[C:49]3=[N:65][CH:66]=[C:67]([C:68]#[N:69])[N:48]3[N:47]=2)=[CH:43][C:42]([C:70]#[N:71])=[CH:41][C:40]=1[N:72]1[CH2:77][CH2:76][C@@H:75]([NH:78][C:79](=[O:82])[O:80][CH3:81])[C@H:74](O)[CH2:73]1. (8) Given the product [C:13]([O:12][C:1]12[CH2:10][CH:5]3[CH2:6][CH:7]([CH2:9][C:3]([OH:11])([CH2:4]3)[CH2:2]1)[CH2:8]2)(=[O:17])[C:14]([CH3:16])=[CH2:15], predict the reactants needed to synthesize it. The reactants are: [C:1]12([OH:12])[CH2:10][CH:5]3[CH2:6][CH:7]([CH2:9][C:3]([OH:11])([CH2:4]3)[CH2:2]1)[CH2:8]2.[C:13](O)(=[O:17])[C:14]([CH3:16])=[CH2:15].COC1C=CC(O)=CC=1.S(=O)(=O)(O)O.O=O.[OH-].[Na+].